Dataset: Forward reaction prediction with 1.9M reactions from USPTO patents (1976-2016). Task: Predict the product of the given reaction. (1) Given the reactants [CH:1]1([CH2:6][CH2:7][C:8]([OH:10])=O)[CH2:5][CH2:4][CH2:3][CH2:2]1.[NH2:11][C:12]1[C:21]([Cl:22])=[CH:20][CH:19]=[C:18]2[C:13]=1[CH:14]=[CH:15][C:16]([N:23]1[CH2:28][CH2:27][CH:26]([C:29]([O:31][CH2:32][CH3:33])=[O:30])[CH2:25][CH2:24]1)=[N:17]2, predict the reaction product. The product is: [Cl:22][C:21]1[C:12]([NH:11][C:8](=[O:10])[CH2:7][CH2:6][CH:1]2[CH2:2][CH2:3][CH2:4][CH2:5]2)=[C:13]2[C:18](=[CH:19][CH:20]=1)[N:17]=[C:16]([N:23]1[CH2:24][CH2:25][CH:26]([C:29]([O:31][CH2:32][CH3:33])=[O:30])[CH2:27][CH2:28]1)[CH:15]=[CH:14]2. (2) Given the reactants Br[C:2]1[CH:3]=[CH:4][N:5]=[C:6]2[C:11]=1[N:10]([CH3:12])[C:9](=[O:13])[CH:8]=[CH:7]2.C(=O)([O-])[O-].[K+].[K+].O.[CH2:21](OCC)[CH3:22], predict the reaction product. The product is: [CH:21]([C:2]1[CH:3]=[CH:4][N:5]=[C:6]2[C:11]=1[N:10]([CH3:12])[C:9](=[O:13])[CH:8]=[CH:7]2)=[CH2:22]. (3) Given the reactants [CH3:1][O:2][C:3]1[C:12]2[CH2:13][NH:14][C:15](=[O:16])[C:11]=2[C:10]([O:17][CH2:18][C:19]2[CH:24]=[CH:23][C:22]([O:25][CH3:26])=[CH:21][CH:20]=2)=[C:9]2[C:4]=1[CH:5]=[CH:6][CH:7]=[N:8]2.[H-].[Na+].[F:29][C:30]([F:40])([F:39])[C:31]1[CH:38]=[CH:37][C:34]([CH2:35]Br)=[CH:33][CH:32]=1, predict the reaction product. The product is: [CH3:1][O:2][C:3]1[C:12]2[CH2:13][N:14]([CH2:35][C:34]3[CH:33]=[CH:32][C:31]([C:30]([F:29])([F:39])[F:40])=[CH:38][CH:37]=3)[C:15](=[O:16])[C:11]=2[C:10]([O:17][CH2:18][C:19]2[CH:24]=[CH:23][C:22]([O:25][CH3:26])=[CH:21][CH:20]=2)=[C:9]2[C:4]=1[CH:5]=[CH:6][CH:7]=[N:8]2. (4) Given the reactants [Mg].[CH3:2][C:3]1[CH:10]=[CH:9][C:6]([CH2:7]Br)=[CH:5][CH:4]=1.[Cl:11][C:12]1[CH:19]=[C:18]([Cl:20])[CH:17]=[CH:16][C:13]=1[C:14]#N.CC[O:23]CC, predict the reaction product. The product is: [Cl:11][C:12]1[CH:19]=[C:18]([Cl:20])[CH:17]=[CH:16][C:13]=1[C:14](=[O:23])[CH2:7][C:6]1[CH:9]=[CH:10][C:3]([CH3:2])=[CH:4][CH:5]=1. (5) Given the reactants Cl[C:2]1[N:7]=[C:6]2[N:8]([CH3:11])[N:9]=[CH:10][C:5]2=[C:4]([NH:12][CH2:13][C:14]2[CH:19]=[CH:18][CH:17]=[C:16]([S:20]([CH3:23])(=[O:22])=[O:21])[CH:15]=2)[N:3]=1.[NH:24]1[C:32]2[C:27](=[CH:28][CH:29]=[CH:30][CH:31]=2)[C:26](B2OC(C)(C)C(C)(C)O2)=[N:25]1, predict the reaction product. The product is: [NH:24]1[C:32]2[C:27](=[C:28]([C:2]3[N:7]=[C:6]4[N:8]([CH3:11])[N:9]=[CH:10][C:5]4=[C:4]([NH:12][CH2:13][C:14]4[CH:19]=[CH:18][CH:17]=[C:16]([S:20]([CH3:23])(=[O:22])=[O:21])[CH:15]=4)[N:3]=3)[CH:29]=[CH:30][CH:31]=2)[CH:26]=[N:25]1. (6) Given the reactants [CH2:1]([Sn](CCCC)(CCCC)CCCC)[CH:2]=[CH2:3].I[C:18]1[CH:23]=[CH:22][C:21]([N+:24]([O-:26])=[O:25])=[CH:20][CH:19]=1.[F-].[K+], predict the reaction product. The product is: [CH2:3]([C:18]1[CH:23]=[CH:22][C:21]([N+:24]([O-:26])=[O:25])=[CH:20][CH:19]=1)[CH:2]=[CH2:1]. (7) The product is: [CH2:1]([O:8][CH2:9][C:10]([C:12]1[N:16]=[C:15]([CH3:17])[O:14][N:13]=1)([NH2:18])[CH3:11])[C:2]1[CH:3]=[CH:4][CH:5]=[CH:6][CH:7]=1. Given the reactants [CH2:1]([O:8][CH2:9][C:10]([NH:18]S(C(C)(C)C)=O)([C:12]1[N:16]=[C:15]([CH3:17])[O:14][N:13]=1)[CH3:11])[C:2]1[CH:7]=[CH:6][CH:5]=[CH:4][CH:3]=1.Cl.O1CCOCC1, predict the reaction product. (8) The product is: [CH2:13]([O:20][C:21]1[CH:38]=[CH:37][C:24]([C:25]([NH:27][CH2:28][C:29]([N:30]2[CH2:35][CH2:34][N:33]([C:4](=[O:6])[C:3]3[CH:7]=[C:8]([O:11][CH3:12])[CH:9]=[CH:10][C:2]=3[Br:1])[CH2:32][CH2:31]2)=[O:36])=[O:26])=[CH:23][CH:22]=1)[C:14]1[CH:19]=[CH:18][CH:17]=[CH:16][CH:15]=1. Given the reactants [Br:1][C:2]1[CH:10]=[CH:9][C:8]([O:11][CH3:12])=[CH:7][C:3]=1[C:4]([OH:6])=O.[CH2:13]([O:20][C:21]1[CH:38]=[CH:37][C:24]([C:25]([NH:27][CH2:28][C:29](=[O:36])[N:30]2[CH2:35][CH2:34][NH:33][CH2:32][CH2:31]2)=[O:26])=[CH:23][CH:22]=1)[C:14]1[CH:19]=[CH:18][CH:17]=[CH:16][CH:15]=1.CCN=C=NCCCN(C)C.Cl.C1C=CC2N(O)N=NC=2C=1.CCN(C(C)C)C(C)C, predict the reaction product.